Dataset: Forward reaction prediction with 1.9M reactions from USPTO patents (1976-2016). Task: Predict the product of the given reaction. (1) Given the reactants Cl[C:2]1[CH:3]=[CH:4][C:5]2[N:6]([C:8]([C:11]([F:14])([F:13])[F:12])=[N:9][N:10]=2)[N:7]=1.[NH:15]1[CH2:20][CH2:19][CH:18]([C:21]2[C:29]3[C:24](=[CH:25][CH:26]=[CH:27][CH:28]=3)[NH:23][CH:22]=2)[CH2:17][CH2:16]1.CCN(C(C)C)C(C)C, predict the reaction product. The product is: [NH:23]1[C:24]2[C:29](=[CH:28][CH:27]=[CH:26][CH:25]=2)[C:21]([CH:18]2[CH2:19][CH2:20][N:15]([C:2]3[CH:3]=[CH:4][C:5]4[N:6]([C:8]([C:11]([F:14])([F:13])[F:12])=[N:9][N:10]=4)[N:7]=3)[CH2:16][CH2:17]2)=[CH:22]1. (2) Given the reactants [Br:1][C:2]1[CH:3]=[C:4]2[C:8](=[CH:9][CH:10]=1)[NH:7][C:6]([CH3:11])=[CH:5]2.[C:12]([O:16][C:17](=O)[O:18]C(C)(C)C)([CH3:15])([CH3:14])[CH3:13].CC#N, predict the reaction product. The product is: [Br:1][C:2]1[CH:3]=[C:4]2[C:8](=[CH:9][CH:10]=1)[N:7]([C:17]([O:16][C:12]([CH3:15])([CH3:14])[CH3:13])=[O:18])[C:6]([CH3:11])=[CH:5]2. (3) Given the reactants [NH2:1][C@@H:2]1[C:16](=[O:17])[N:15]2[CH2:18][C@H:19]([O:21][C:22]3[C:23]4[O:40][C:39]5[CH:41]=[CH:42][CH:43]=[CH:44][C:38]=5[C:24]=4[N:25]=[C:26]([C:28]4[CH:33]=[CH:32][C:31]([O:34][CH:35]([CH3:37])[CH3:36])=[CH:30][CH:29]=4)[N:27]=3)[CH2:20][C@H:14]2[C:13](=[O:45])[NH:12][C@:11]2([C:47]([NH:49][S:50]([CH:53]3[CH2:55][CH2:54]3)(=[O:52])=[O:51])=[O:48])[CH2:46][C@H:10]2[CH:9]=[CH:8][CH2:7][CH2:6][CH2:5][CH2:4][CH2:3]1.C(N(CC)CC)C.[N:63]1([C:68](N2C=CN=C2)=[S:69])C=CN=C1.N.CO, predict the reaction product. The product is: [CH:53]1([S:50]([NH:49][C:47]([C@@:11]23[CH2:46][C@H:10]2[CH:9]=[CH:8][CH2:7][CH2:6][CH2:5][CH2:4][CH2:3][C@H:2]([NH:1][C:68]([NH2:63])=[S:69])[C:16](=[O:17])[N:15]2[CH2:18][C@H:19]([O:21][C:22]4[C:23]5[O:40][C:39]6[CH:41]=[CH:42][CH:43]=[CH:44][C:38]=6[C:24]=5[N:25]=[C:26]([C:28]5[CH:29]=[CH:30][C:31]([O:34][CH:35]([CH3:37])[CH3:36])=[CH:32][CH:33]=5)[N:27]=4)[CH2:20][C@H:14]2[C:13](=[O:45])[NH:12]3)=[O:48])(=[O:51])=[O:52])[CH2:54][CH2:55]1. (4) Given the reactants C[O:2][C:3]1[N:8]=[C:7](S(C)(=O)=O)[N:6]=[C:5]([C:13]2[CH:29]=[CH:28][C:16]3[NH:17][C:18]([NH:20][C:21]([C:23]4[S:24][CH:25]=[CH:26][CH:27]=4)=[O:22])=[N:19][C:15]=3[CH:14]=2)[CH:4]=1.[CH3:30][O:31][C:32]1[CH:37]=[CH:36][C:35]([NH2:38])=[CH:34][CH:33]=1, predict the reaction product. The product is: [CH3:30][O:31][C:32]1[CH:37]=[CH:36][C:35]([NH:38][C:7]2[NH:8][C:3](=[O:2])[CH:4]=[C:5]([C:13]3[CH:29]=[CH:28][C:16]4[NH:17][C:18]([NH:20][C:21]([C:23]5[S:24][CH:25]=[CH:26][CH:27]=5)=[O:22])=[N:19][C:15]=4[CH:14]=3)[N:6]=2)=[CH:34][CH:33]=1. (5) Given the reactants Cl[C:2]1[CH:7]=[N:6][CH:5]=[C:4]([Cl:8])[N:3]=1.[CH3:9][O:10][C:11]1[CH:16]=[C:15](B2OC(C)(C)C(C)(C)O2)[CH:14]=[CH:13][C:12]=1[OH:26].C1(P(C2C=CC=CC=2)C2C=CC=CC=2)C=CC=CC=1.C(=O)([O-])[O-].[Na+].[Na+], predict the reaction product. The product is: [Cl:8][C:4]1[N:3]=[C:2]([C:15]2[CH:14]=[CH:13][C:12]([OH:26])=[C:11]([O:10][CH3:9])[CH:16]=2)[CH:7]=[N:6][CH:5]=1. (6) Given the reactants [ClH:1].Cl.C1[C:17]2[CH:16]=[CH:15][CH:6]([C:7](=O)[N:8]3[CH2:13][CH2:12][NH:11][CH2:10][CH2:9]3)[C:5](=O)[C:4]1=2.[Cl:19][CH:20]([CH3:36])[C:21]([C:23]1[CH:32]=[CH:31][C:30]2[C:25](=[CH:26][CH:27]=[C:28]([O:34][CH3:35])[C:29]=2[Cl:33])[CH:24]=1)=[O:22].[C:37]([O-])([O-:39])=[O:38].[K+].[K+], predict the reaction product. The product is: [ClH:19].[ClH:1].[CH2:37]1[O:39][C:17]2[CH:16]=[CH:15][C:6]([CH2:7][N:8]3[CH2:9][CH2:10][N:11]([CH:20]([C:21]([C:23]4[CH:32]=[CH:31][C:30]5[C:25](=[CH:26][CH:27]=[C:28]([O:34][CH3:35])[C:29]=5[Cl:33])[CH:24]=4)=[O:22])[CH3:36])[CH2:12][CH2:13]3)=[CH:5][C:4]=2[O:38]1. (7) The product is: [CH3:28][O:26][C:25](=[O:27])[CH2:24][CH2:23][CH2:22][CH2:21][CH2:20][CH2:19][CH2:18][CH2:17][CH2:16][CH2:15][CH2:14][CH2:13][CH2:12][CH2:11][CH2:10][O:9][NH:8][C:6]([O:5][C:1]([CH3:4])([CH3:2])[CH3:3])=[O:7]. Given the reactants [C:1]([O:5][C:6]([NH:8][O:9][CH2:10][CH2:11][CH2:12][CH2:13][CH2:14][CH2:15][CH2:16][CH2:17][CH2:18][CH2:19][CH2:20][CH2:21][CH2:22][CH2:23][CH2:24][C:25]([OH:27])=[O:26])=[O:7])([CH3:4])([CH3:3])[CH3:2].[CH2:28](OCC)C, predict the reaction product. (8) Given the reactants [CH3:1][O:2][CH2:3][CH2:4][O:5][CH:6]1[CH2:11][CH2:10][N:9](C(OC(C)(C)C)=O)[CH2:8][CH2:7]1.C(Cl)[Cl:20], predict the reaction product. The product is: [ClH:20].[CH3:1][O:2][CH2:3][CH2:4][O:5][CH:6]1[CH2:11][CH2:10][NH:9][CH2:8][CH2:7]1.